Dataset: Forward reaction prediction with 1.9M reactions from USPTO patents (1976-2016). Task: Predict the product of the given reaction. (1) Given the reactants Br[C:2]1[CH:11]=[C:10]2[C:5]([CH:6]=[C:7]([C:12]([O:14][CH3:15])=[O:13])[CH:8]=[N:9]2)=[CH:4][CH:3]=1.CC1(C)C(C)(C)OB([C:24]2[CH:29]=[CH:28][C:27]([OH:30])=[CH:26][CH:25]=2)O1.C1(P(C2C=CC=CC=2)C2C=CC=CC=2)C=CC=CC=1.[O-]P([O-])([O-])=O.[K+].[K+].[K+].Cl[CH2:60][C:61]1[C:62]([C:69]2[C:74]([Cl:75])=[CH:73][CH:72]=[CH:71][C:70]=2[Cl:76])=[N:63][O:64][C:65]=1[CH:66]([CH3:68])[CH3:67].C([O-])([O-])=O.[K+].[K+], predict the reaction product. The product is: [Cl:75][C:74]1[CH:73]=[CH:72][CH:71]=[C:70]([Cl:76])[C:69]=1[C:62]1[C:61]([CH2:60][O:30][C:27]2[CH:26]=[CH:25][C:24]([C:2]3[CH:11]=[C:10]4[C:5]([CH:6]=[C:7]([C:12]([O:14][CH3:15])=[O:13])[CH:8]=[N:9]4)=[CH:4][CH:3]=3)=[CH:29][CH:28]=2)=[C:65]([CH:66]([CH3:68])[CH3:67])[O:64][N:63]=1. (2) Given the reactants [CH2:1]([O:8][C:9]1[CH:14]=[CH:13][C:12]([CH:15]([CH2:19][CH:20]2[CH2:24][CH2:23][CH2:22][CH2:21]2)[C:16]([OH:18])=O)=[CH:11][CH:10]=1)[C:2]1[CH:7]=[CH:6][CH:5]=[CH:4][CH:3]=1.C(Cl)(=O)C(Cl)=O.[NH2:31][C:32]1[S:33][CH:34]=[CH:35][N:36]=1.C(N(CC)C(C)C)(C)C, predict the reaction product. The product is: [CH2:1]([O:8][C:9]1[CH:14]=[CH:13][C:12]([CH:15]([CH2:19][CH:20]2[CH2:21][CH2:22][CH2:23][CH2:24]2)[C:16]([NH:31][C:32]2[S:33][CH:34]=[CH:35][N:36]=2)=[O:18])=[CH:11][CH:10]=1)[C:2]1[CH:7]=[CH:6][CH:5]=[CH:4][CH:3]=1. (3) Given the reactants [CH3:1][O:2][CH2:3][C@H:4]([CH3:35])[O:5][C:6]1[CH:7]=[C:8]([C:23]2[NH:27][C:26]([C:28]3[O:29][CH:30]([CH2:33]O)[CH2:31][N:32]=3)=[CH:25][CH:24]=2)[CH:9]=[C:10]([O:12][C:13]2[CH:18]=[CH:17][C:16]([S:19]([CH3:22])(=[O:21])=[O:20])=[CH:15][CH:14]=2)[CH:11]=1.COCCN(S(F)(F)[F:46])CCOC.C(=O)([O-])O.[Na+], predict the reaction product. The product is: [F:46][CH2:33][CH:30]1[O:29][C:28]([C:26]2[NH:27][C:23]([C:8]3[CH:9]=[C:10]([O:12][C:13]4[CH:18]=[CH:17][C:16]([S:19]([CH3:22])(=[O:21])=[O:20])=[CH:15][CH:14]=4)[CH:11]=[C:6]([O:5][C@@H:4]([CH3:35])[CH2:3][O:2][CH3:1])[CH:7]=3)=[CH:24][CH:25]=2)=[N:32][CH2:31]1. (4) Given the reactants [Br:1][C:2]1[CH:3]=[C:4]([CH:8]=[C:9]([Cl:11])[CH:10]=1)[C:5](O)=[O:6].C(Cl)(=O)C(Cl)=O.C[N:19](C=O)C.[OH-].[NH4+], predict the reaction product. The product is: [Br:1][C:2]1[CH:3]=[C:4]([CH:8]=[C:9]([Cl:11])[CH:10]=1)[C:5]([NH2:19])=[O:6]. (5) The product is: [Cl:1][C:2]1[CH:3]=[C:4]2[C:10]3([CH2:14][CH2:13][N:12]([C:15]([O:17][CH3:18])=[O:16])[CH2:11]3)[CH2:9][N:8]([C:19](=[O:28])[NH:20][C:21]3[S:22][C:23]([S:40]([CH3:30])(=[O:43])=[O:41])=[CH:24][N:25]=3)[C:5]2=[CH:6][CH:7]=1. Given the reactants [Cl:1][C:2]1[CH:3]=[C:4]2[C:10]3([CH2:14][CH2:13][N:12]([C:15]([O:17][CH3:18])=[O:16])[CH2:11]3)[CH2:9][N:8]([C:19](=[O:28])[NH:20][C:21]3[S:22][C:23](SC)=[CH:24][N:25]=3)[C:5]2=[CH:6][CH:7]=1.Cl[C:30]1C=CC=C(C(OO)=O)C=1.[S:40]([O-:43])([O-])=[O:41].[Na+].[Na+], predict the reaction product.